From a dataset of Catalyst prediction with 721,799 reactions and 888 catalyst types from USPTO. Predict which catalyst facilitates the given reaction. (1) Reactant: C(OC(=O)[NH:7][C@H:8]([C:16](=[O:28])[NH:17][C:18]1[CH:22]=[CH:21][N:20]([CH2:23][C:24]([OH:27])([CH3:26])[CH3:25])[N:19]=1)[CH2:9][CH:10]1[CH2:15][CH2:14][CH2:13][CH2:12][CH2:11]1)(C)(C)C.[F:30][C:31]([F:36])([F:35])[C:32]([OH:34])=[O:33]. Product: [F:30][C:31]([F:36])([F:35])[C:32]([OH:34])=[O:33].[NH2:7][C@@H:8]([CH2:9][CH:10]1[CH2:11][CH2:12][CH2:13][CH2:14][CH2:15]1)[C:16]([NH:17][C:18]1[CH:22]=[CH:21][N:20]([CH2:23][C:24]([OH:27])([CH3:25])[CH3:26])[N:19]=1)=[O:28]. The catalyst class is: 4. (2) Reactant: [H-].[Na+].[CH3:3][S:4]([C:7]1[NH:11][C:10]2[CH2:12][CH2:13][CH2:14][CH2:15][C:9]=2[N:8]=1)(=[O:6])=[O:5].[CH3:16]I.[Cl-].[Cl-].[Ca+2]. Product: [CH3:16][N:11]1[C:10]2[CH2:12][CH2:13][CH2:14][CH2:15][C:9]=2[N:8]=[C:7]1[S:4]([CH3:3])(=[O:5])=[O:6]. The catalyst class is: 5. (3) Reactant: [NH2:1][C@@H:2]([CH3:17])[C@@H:3]([C:5]1[CH:6]=[CH:7][C:8]([OH:16])=[C:9]([NH:11][S:12]([CH3:15])(=[O:14])=[O:13])[CH:10]=1)[OH:4].[CH3:18][O:19][C:20]1[CH:21]=[C:22]([CH:25]=[C:26]([O:30][CH3:31])[C:27]=1[O:28][CH3:29])[CH:23]=O. Product: [OH:16][C:8]1[CH:7]=[CH:6][C:5]([C@@H:3]([OH:4])[C@@H:2]([NH:1][CH2:23][C:22]2[CH:25]=[C:26]([O:30][CH3:31])[C:27]([O:28][CH3:29])=[C:20]([O:19][CH3:18])[CH:21]=2)[CH3:17])=[CH:10][C:9]=1[NH:11][S:12]([CH3:15])(=[O:14])=[O:13]. The catalyst class is: 5. (4) Reactant: [C:1]([O:5][C:6]([N:8]1[CH2:11][CH:10]([C:12]([OH:14])=O)[CH2:9]1)=[O:7])([CH3:4])([CH3:3])[CH3:2].C(C1NC=CN=1)(C1NC=CN=1)=O.[CH3:27][C:28]1[N:33]=[C:32]([C:34](=[N:36][NH2:37])[NH2:35])[CH:31]=[CH:30][CH:29]=1. Product: [NH2:35][C:34]([C:32]1[CH:31]=[CH:30][CH:29]=[C:28]([CH3:27])[N:33]=1)=[N:36][NH:37][C:12]([CH:10]1[CH2:9][N:8]([C:6]([O:5][C:1]([CH3:2])([CH3:3])[CH3:4])=[O:7])[CH2:11]1)=[O:14]. The catalyst class is: 4. (5) Reactant: [Cl:1][CH:2]([C:13]1[C:18]([F:19])=[CH:17][CH:16]=[CH:15][C:14]=1[F:20])[S:3]([C:6]1[CH2:10][C:9]([CH3:12])([CH3:11])[O:8][N:7]=1)(=[O:5])=[O:4].[Cl:21]N1C(=O)CCC1=O. Product: [Cl:1][C:2]([Cl:21])([C:13]1[C:14]([F:20])=[CH:15][CH:16]=[CH:17][C:18]=1[F:19])[S:3]([C:6]1[CH2:10][C:9]([CH3:12])([CH3:11])[O:8][N:7]=1)(=[O:4])=[O:5]. The catalyst class is: 1. (6) Reactant: Br[C:2]1[CH:7]=[CH:6][C:5]([Br:8])=[CH:4][N:3]=1.[CH3:9][CH:10]([CH3:13])[C:11]#[N:12].C[Si]([N-][Si](C)(C)C)(C)C.[Na+].C1COCC1.[NH4+].[Cl-]. Product: [Br:8][C:5]1[CH:6]=[CH:7][C:2]([C:10]([CH3:13])([CH3:9])[C:11]#[N:12])=[N:3][CH:4]=1. The catalyst class is: 11. (7) Reactant: C(O)(=O)C.[CH:5]([NH2:7])=[NH:6].[CH3:8][C:9]([CH3:18])([CH3:17])[C:10](=O)[CH2:11][C:12](OC)=[O:13].C[O-].[Na+].O. Product: [CH3:8][C:9]([C:10]1[N:7]=[CH:5][N:6]=[C:12]([OH:13])[CH:11]=1)([CH3:18])[CH3:17]. The catalyst class is: 130.